Dataset: Full USPTO retrosynthesis dataset with 1.9M reactions from patents (1976-2016). Task: Predict the reactants needed to synthesize the given product. (1) Given the product [CH3:15][C:16]1[C:21]([O:22][CH3:23])=[C:20]([CH2:24]/[CH:25]=[C:26](/[CH2:28][CH2:29][C:30]([O:9][CH2:8][CH2:7][N:1]2[CH2:6][CH2:5][O:4][CH2:3][CH2:2]2)=[O:31])\[CH3:27])[C:19]([OH:33])=[C:18]2[C:34]([O:36][CH2:37][C:17]=12)=[O:35], predict the reactants needed to synthesize it. The reactants are: [N:1]1([CH2:7][CH2:8][OH:9])[CH2:6][CH2:5][O:4][CH2:3][CH2:2]1.CN(C=O)C.[CH3:15][C:16]1[C:21]([O:22][CH3:23])=[C:20]([CH2:24]/[CH:25]=[C:26](/[CH2:28][CH2:29][C:30](O)=[O:31])\[CH3:27])[C:19]([OH:33])=[C:18]2[C:34]([O:36][CH2:37][C:17]=12)=[O:35]. (2) Given the product [F:1][C:2]1[CH:7]=[CH:6][C:5]([NH2:8])=[CH:4][C:3]=1[NH:11][C:12](=[O:18])[O:13][C:14]([CH3:16])([CH3:15])[CH3:17], predict the reactants needed to synthesize it. The reactants are: [F:1][C:2]1[CH:7]=[CH:6][C:5]([N+:8]([O-])=O)=[CH:4][C:3]=1[NH:11][C:12](=[O:18])[O:13][C:14]([CH3:17])([CH3:16])[CH3:15]. (3) Given the product [C:32]([NH:31][C:28]1[CH:29]=[CH:30][C:25](/[CH:21]=[CH:20]/[C:18]2[CH:17]=[CH:16][C:8]([C:9]([O:11][C:12]([CH3:15])([CH3:13])[CH3:14])=[O:10])=[C:7]([NH:6][C:5]3[CH:22]=[CH:23][C:2]([F:1])=[CH:3][CH:4]=3)[CH:19]=2)=[CH:26][CH:27]=1)(=[O:34])[CH3:33], predict the reactants needed to synthesize it. The reactants are: [F:1][C:2]1[CH:23]=[CH:22][C:5]([NH:6][C:7]2[CH:19]=[C:18]([CH:20]=[CH2:21])[CH:17]=[CH:16][C:8]=2[C:9]([O:11][C:12]([CH3:15])([CH3:14])[CH3:13])=[O:10])=[CH:4][CH:3]=1.I[C:25]1[CH:30]=[CH:29][C:28]([NH:31][C:32](=[O:34])[CH3:33])=[CH:27][CH:26]=1.C1(CNCC2CCCCC2)CCCCC1.C(O)(=O)CC(CC(O)=O)(C(O)=O)O. (4) The reactants are: [NH2:1][C:2]1[CH:11]=[C:10]([N+:12]([O-:14])=[O:13])[CH:9]=[CH:8][C:3]=1[C:4]([O:6]C)=[O:5].[C:15]([C:18]1[CH:23]=[CH:22][CH:21]=[CH:20][CH:19]=1)(=O)[CH3:16].CC([O-])(C)C.[K+]. Given the product [N+:12]([C:10]1[CH:9]=[CH:8][C:3]([C:4]([OH:6])=[O:5])=[C:2]2[C:11]=1[CH:16]=[C:15]([C:18]1[CH:23]=[CH:22][CH:21]=[CH:20][CH:19]=1)[NH:1]2)([O-:14])=[O:13], predict the reactants needed to synthesize it. (5) Given the product [F:13][CH:14]([F:23])[O:15][C:16]1[CH:17]=[CH:18][C:19]([NH:22][C:2]2[C:11]3[C:6](=[CH:7][CH:8]=[CH:9][CH:10]=3)[N:5]=[C:4]([CH3:12])[N:3]=2)=[CH:20][CH:21]=1, predict the reactants needed to synthesize it. The reactants are: Cl[C:2]1[C:11]2[C:6](=[CH:7][CH:8]=[CH:9][CH:10]=2)[N:5]=[C:4]([CH3:12])[N:3]=1.[F:13][CH:14]([F:23])[O:15][C:16]1[CH:21]=[CH:20][C:19]([NH2:22])=[CH:18][CH:17]=1.C([O-])(=O)C.[Na+]. (6) Given the product [CH:3]([C:6]1[N:10]=[C:9]([C:11]2[CH:12]=[CH:13][C:14]([N:19]3[CH2:20][CH2:21][NH:22][CH2:23][CH2:24]3)=[C:15]([CH:18]=2)[C:16]([NH2:17])=[O:1])[O:8][N:7]=1)([CH3:5])[CH3:4], predict the reactants needed to synthesize it. The reactants are: [OH-:1].[K+].[CH:3]([C:6]1[N:10]=[C:9]([C:11]2[CH:12]=[CH:13][C:14]([N:19]3[CH2:24][CH2:23][NH:22][CH2:21][CH2:20]3)=[C:15]([CH:18]=2)[C:16]#[N:17])[O:8][N:7]=1)([CH3:5])[CH3:4]. (7) Given the product [Cl:1][C:2]1[CH:3]=[C:4]([N:9]2[CH:13]=[CH:12][C:11]([O:14][CH2:15][CH:16]([OH:17])[CH2:18][N:19]3[CH2:24][CH2:23][O:22][CH2:21][CH2:20]3)=[N:10]2)[CH:5]=[CH:6][C:7]=1[Cl:8], predict the reactants needed to synthesize it. The reactants are: [Cl:1][C:2]1[CH:3]=[C:4]([N:9]2[CH:13]=[CH:12][C:11]([O:14][CH2:15][CH:16]3[CH2:18][O:17]3)=[N:10]2)[CH:5]=[CH:6][C:7]=1[Cl:8].[NH:19]1[CH2:24][CH2:23][O:22][CH2:21][CH2:20]1.C(=O)([O-])[O-].[K+].[K+].[I-].[Na+]. (8) Given the product [F:56][C:51]1[CH:52]=[CH:53][CH:54]=[CH:55][C:50]=1[C@@H:49]1[CH2:48][N:47]([C:2]2[N:7]=[CH:6][C:5]([O:8][CH2:9][CH2:10][C@H:11]([CH:13]3[CH2:18][CH2:17][N:16]([C:19]4[O:23][N:22]=[C:21]([CH:24]([CH3:26])[CH3:25])[N:20]=4)[CH2:15][CH2:14]3)[CH3:12])=[CH:4][N:3]=2)[CH2:46][C@H:45]1[NH2:44], predict the reactants needed to synthesize it. The reactants are: Cl[C:2]1[N:7]=[CH:6][C:5]([O:8][CH2:9][CH2:10][C@H:11]([CH:13]2[CH2:18][CH2:17][N:16]([C:19]3[O:23][N:22]=[C:21]([CH:24]([CH3:26])[CH3:25])[N:20]=3)[CH2:15][CH2:14]2)[CH3:12])=[CH:4][N:3]=1.Cl.C1C2C(COC(=O)[NH:44][C@H:45]3[C@H:49]([C:50]4[CH:55]=[CH:54][CH:53]=[CH:52][C:51]=4[F:56])[CH2:48][NH:47][CH2:46]3)C3C(=CC=CC=3)C=2C=CC=1.CC(OC)(C)C. (9) Given the product [CH:12]1([C:2]2[N:7]=[CH:6][C:5]([C:8]([O:10][CH3:11])=[O:9])=[CH:4][CH:3]=2)[CH2:14][CH2:13]1, predict the reactants needed to synthesize it. The reactants are: Br[C:2]1[N:7]=[CH:6][C:5]([C:8]([O:10][CH3:11])=[O:9])=[CH:4][CH:3]=1.[CH:12]1(B(O)O)[CH2:14][CH2:13]1.C1(P(C2CCCCC2)C2CCCCC2)CCCCC1.C(Cl)(Cl)Cl.C(=O)([O-])[O-].[K+].[K+]. (10) Given the product [Cl:1][C:2]1[CH:3]=[CH:4][C:5]2[O:10][CH2:9][CH:8]3[C:11]([CH2:26][CH2:27][CH2:28][OH:29])([C:20]4[CH:25]=[CH:24][CH:23]=[CH:22][CH:21]=4)[C:12]([C:14](=[O:15])[CH3:31])=[N:13][N:7]3[C:6]=2[CH:30]=1, predict the reactants needed to synthesize it. The reactants are: [Cl:1][C:2]1[CH:3]=[CH:4][C:5]2[O:10][CH2:9][CH:8]3[C:11]([CH2:26][CH2:27][CH2:28][OH:29])([C:20]4[CH:25]=[CH:24][CH:23]=[CH:22][CH:21]=4)[C:12]([C:14](N(OC)C)=[O:15])=[N:13][N:7]3[C:6]=2[CH:30]=1.[CH3:31][Mg]Br.